This data is from CYP2C19 inhibition data for predicting drug metabolism from PubChem BioAssay. The task is: Regression/Classification. Given a drug SMILES string, predict its absorption, distribution, metabolism, or excretion properties. Task type varies by dataset: regression for continuous measurements (e.g., permeability, clearance, half-life) or binary classification for categorical outcomes (e.g., BBB penetration, CYP inhibition). Dataset: cyp2c19_veith. (1) The molecule is Cc1ccc(N=Nc2c(O)c3ccccc3[nH]c2=O)c(S(=O)(=O)N(C)C)c1. The result is 0 (non-inhibitor). (2) The drug is COc1ccc(COC(=O)N/N=C2/C[C@@H](O)[C@@H](O)[C@H]3[C@@H]2CC[C@@H]2C(=O)N(C[C@@H]4CCCO4)C(=O)[C@H]23)cc1. The result is 0 (non-inhibitor). (3) The molecule is O=C(O)[C@@H]1[C@H]2C(=O)C=C[C@H]([C@@H]1C(=O)O)N2Cc1ccccc1. The result is 0 (non-inhibitor). (4) The molecule is COc1ccc(OC)c2[nH]c(=O)c(CCNC(=O)C3CCCCC3)cc12. The result is 1 (inhibitor). (5) The compound is COC(=O)c1c(NC(=O)c2ccco2)sc2c1CCC2. The result is 1 (inhibitor).